From a dataset of Reaction yield outcomes from USPTO patents with 853,638 reactions. Predict the reaction yield, written as a fraction of the theoretical maximum amount of product (1.0 means a 100% yield; for example, 0.34 means a 34% yield). The reactants are [Cl-].[Cl-].[Cl-].[Al+3].[CH2:5]1[C:13]2[C:8](=[CH:9][CH:10]=[CH:11][CH:12]=2)[CH2:7][CH2:6]1.Br[C:15]([CH3:20])([CH3:19])[C:16](Br)=[O:17]. The catalyst is C(Cl)Cl. The product is [CH3:19][CH:15]1[CH2:20][C:11]2[C:10](=[CH:9][C:8]3[CH2:7][CH2:6][CH2:5][C:13]=3[CH:12]=2)[C:16]1=[O:17]. The yield is 0.990.